From a dataset of Full USPTO retrosynthesis dataset with 1.9M reactions from patents (1976-2016). Predict the reactants needed to synthesize the given product. (1) Given the product [Cl:11][C:12]1[S:15][N:9]=[C:8]([C:4]2[CH:3]=[N:2][CH:7]=[CH:6][CH:5]=2)[N:10]=1, predict the reactants needed to synthesize it. The reactants are: Cl.[N:2]1[CH:7]=[CH:6][CH:5]=[C:4]([C:8](=[NH:10])[NH2:9])[CH:3]=1.[Cl:11][C:12]([SH:15])(Cl)Cl.[OH-].[Na+]. (2) Given the product [F:1][C:2]1[CH:3]=[C:4]([CH:7]=[CH:8][C:9]=1[F:10])[CH2:5][NH:6][C:29]([C:16]1([CH2:15][CH2:14][CH2:13][CH2:12][Br:11])[C:28]2[CH:27]=[CH:26][CH:25]=[CH:24][C:23]=2[C:22]2[C:17]1=[CH:18][CH:19]=[CH:20][CH:21]=2)=[O:30], predict the reactants needed to synthesize it. The reactants are: [F:1][C:2]1[CH:3]=[C:4]([CH:7]=[CH:8][C:9]=1[F:10])[CH2:5][NH2:6].[Br:11][CH2:12][CH2:13][CH2:14][CH2:15][C:16]1([C:29](Cl)=[O:30])[C:28]2[CH:27]=[CH:26][CH:25]=[CH:24][C:23]=2[C:22]2[C:17]1=[CH:18][CH:19]=[CH:20][CH:21]=2. (3) Given the product [CH3:1][O:2][C:3]1[CH:8]=[C:7]([CH3:9])[C:6]([S:10]([N:13]([CH3:14])[CH2:15][C:16]2[O:20][CH:19]=[C:18]([C:21]([N:48]3[CH2:47][CH2:46][N:45]([CH2:44][CH:40]4[CH2:41][CH2:42][CH2:43][N:38]([CH3:37])[CH2:39]4)[CH2:50][CH2:49]3)=[O:22])[CH:17]=2)(=[O:12])=[O:11])=[C:5]([CH3:24])[CH:4]=1, predict the reactants needed to synthesize it. The reactants are: [CH3:1][O:2][C:3]1[CH:8]=[C:7]([CH3:9])[C:6]([S:10]([N:13]([CH2:15][C:16]2[O:20][CH:19]=[C:18]([C:21](O)=[O:22])[CH:17]=2)[CH3:14])(=[O:12])=[O:11])=[C:5]([CH3:24])[CH:4]=1.C1N=CN(C(N2C=NC=C2)=O)C=1.[CH3:37][N:38]1[CH2:43][CH2:42][CH2:41][CH:40]([CH2:44][N:45]2[CH2:50][CH2:49][NH:48][CH2:47][CH2:46]2)[CH2:39]1. (4) Given the product [NH2:16][C:14]1[C:13]([C:19]([O:21][CH2:22][CH3:23])=[O:20])=[N:12][N:11]([CH2:10][C:9]([NH:8][C:4]2[CH:5]=[CH:6][CH:7]=[C:2]([F:1])[CH:3]=2)=[O:24])[CH:15]=1, predict the reactants needed to synthesize it. The reactants are: [F:1][C:2]1[CH:3]=[C:4]([NH:8][C:9](=[O:24])[CH2:10][N:11]2[CH:15]=[C:14]([N+:16]([O-])=O)[C:13]([C:19]([O:21][CH2:22][CH3:23])=[O:20])=[N:12]2)[CH:5]=[CH:6][CH:7]=1.